This data is from Peptide-MHC class I binding affinity with 185,985 pairs from IEDB/IMGT. The task is: Regression. Given a peptide amino acid sequence and an MHC pseudo amino acid sequence, predict their binding affinity value. This is MHC class I binding data. (1) The peptide sequence is LQSLENVAY. The MHC is HLA-B58:01 with pseudo-sequence HLA-B58:01. The binding affinity (normalized) is 0.0847. (2) The binding affinity (normalized) is 0.740. The peptide sequence is ITMLSIILV. The MHC is Mamu-A01 with pseudo-sequence Mamu-A01. (3) The peptide sequence is AIKKKDKN. The MHC is Mamu-B03 with pseudo-sequence Mamu-B03. The binding affinity (normalized) is 0.